Dataset: Forward reaction prediction with 1.9M reactions from USPTO patents (1976-2016). Task: Predict the product of the given reaction. (1) Given the reactants [C:1](Cl)(=[O:8])[CH2:2][CH2:3][CH2:4][CH2:5][CH2:6][CH3:7].[NH2:10][C:11]1[CH:16]=[CH:15][C:14]([C:17](=[O:24])[CH2:18][CH2:19][C:20]([O:22]C)=[O:21])=[CH:13][CH:12]=1, predict the reaction product. The product is: [C:1]([NH:10][C:11]1[CH:12]=[CH:13][C:14]([C:17](=[O:24])[CH2:18][CH2:19][C:20]([OH:22])=[O:21])=[CH:15][CH:16]=1)(=[O:8])[CH2:2][CH2:3][CH2:4][CH2:5][CH2:6][CH3:7]. (2) Given the reactants [N+:1]([C:4]1[CH:11]=[CH:10][CH:9]=[CH:8][C:5]=1[CH:6]=O)([O-:3])=[O:2].C([O-])(=O)C.[NH4+].[N+:17]([CH2:20][CH3:21])([O-:19])=[O:18], predict the reaction product. The product is: [N+:1]([C:4]1[CH:11]=[CH:10][CH:9]=[CH:8][C:5]=1[CH:6]=[C:20]([N+:17]([O-:19])=[O:18])[CH3:21])([O-:3])=[O:2]. (3) Given the reactants [F:1][C:2]1[CH:3]=[C:4]([NH2:24])[CH:5]=[CH:6][C:7]=1[O:8][C:9]1[CH:14]=[CH:13][N:12]=[C:11]2[CH:15]=[C:16]([C:18]3[N:19]([CH3:23])[CH:20]=[CH:21][N:22]=3)[S:17][C:10]=12.[CH:25]1([CH2:31][C:32]([N:34]=[C:35]=[S:36])=[O:33])[CH2:30][CH2:29][CH2:28][CH2:27][CH2:26]1, predict the reaction product. The product is: [CH:25]1([CH2:31][C:32]([NH:34][C:35](=[S:36])[NH:24][C:4]2[CH:5]=[CH:6][C:7]([O:8][C:9]3[CH:14]=[CH:13][N:12]=[C:11]4[CH:15]=[C:16]([C:18]5[N:19]([CH3:23])[CH:20]=[CH:21][N:22]=5)[S:17][C:10]=34)=[C:2]([F:1])[CH:3]=2)=[O:33])[CH2:30][CH2:29][CH2:28][CH2:27][CH2:26]1. (4) Given the reactants N(C(OCC)=O)=NC(OCC)=O.[F:13][C:14]([F:25])([F:24])[C:15]1[CH:20]=[CH:19][C:18]([CH2:21][CH2:22][OH:23])=[CH:17][CH:16]=1.[O:26]=[CH:27][C:28]1[CH:36]=[CH:35][C:32]([O:33][CH3:34])=[C:30](O)[CH:29]=1.C1(P(C2C=CC=CC=2)C2C=CC=CC=2)C=CC=CC=1, predict the reaction product. The product is: [CH3:34][O:33][C:32]1[CH:35]=[CH:36][C:28]([CH:27]=[O:26])=[CH:29][C:30]=1[O:23][CH2:22][CH2:21][C:18]1[CH:17]=[CH:16][C:15]([C:14]([F:24])([F:25])[F:13])=[CH:20][CH:19]=1. (5) Given the reactants Br[C:2]1[N:7]=[CH:6][C:5]([C:8]([N:10]2[CH2:15][CH2:14][N:13]([C:16]3[C:21]([CH3:22])=[CH:20][C:19]([CH3:23])=[CH:18][N:17]=3)[CH2:12][CH2:11]2)=[O:9])=[CH:4][CH:3]=1.[CH3:24][C@@H:25]1[O:29][C:28](=[O:30])[NH:27][CH2:26]1, predict the reaction product. The product is: [CH3:22][C:21]1[C:16]([N:13]2[CH2:14][CH2:15][N:10]([C:8]([C:5]3[CH:4]=[CH:3][C:2]([N:27]4[CH2:26][C@H:25]([CH3:24])[O:29][C:28]4=[O:30])=[N:7][CH:6]=3)=[O:9])[CH2:11][CH2:12]2)=[N:17][CH:18]=[C:19]([CH3:23])[CH:20]=1. (6) Given the reactants [NH2:1][CH:2]1[CH:7]([O:8][CH2:9][C:10]2[CH:15]=[CH:14][CH:13]=[CH:12][CH:11]=2)[CH:6]([O:16][CH2:17][C:18]2[CH:23]=[CH:22][CH:21]=[CH:20][CH:19]=2)[CH:5]([CH2:24][O:25][CH2:26][C:27]2[CH:32]=[CH:31][CH:30]=[CH:29][CH:28]=2)[CH2:4][CH:3]1[OH:33].Cl.[C:35](=N)(OC)[CH3:36], predict the reaction product. The product is: [CH2:9]([O:8][CH:7]1[CH:2]2[N:1]=[C:35]([CH3:36])[O:33][CH:3]2[CH2:4][CH:5]([CH2:24][O:25][CH2:26][C:27]2[CH:32]=[CH:31][CH:30]=[CH:29][CH:28]=2)[CH:6]1[O:16][CH2:17][C:18]1[CH:19]=[CH:20][CH:21]=[CH:22][CH:23]=1)[C:10]1[CH:11]=[CH:12][CH:13]=[CH:14][CH:15]=1. (7) Given the reactants [CH3:1][CH:2]1[CH2:6][C:5]2([CH2:11][CH2:10][CH2:9][CH2:8][CH2:7]2)[CH:4]([OH:12])[O:3]1.[C:13](OC(=O)C)(=[O:15])[CH3:14], predict the reaction product. The product is: [C:13]([O:12][CH:4]1[C:5]2([CH2:11][CH2:10][CH2:9][CH2:8][CH2:7]2)[CH2:6][CH:2]([CH3:1])[O:3]1)(=[O:15])[CH3:14]. (8) Given the reactants [NH:1]1[C:9]2[C:4](=[CH:5][CH:6]=[CH:7][CH:8]=2)[C:3]2([C:21]3[C:12](=[CH:13][C:14]4[O:19][CH2:18][CH2:17][O:16][C:15]=4[CH:20]=3)[O:11][CH2:10]2)[C:2]1=[O:22].N1C2C(=CC=CC=2)[C@@]2(C3C(=CC4OCCOC=4C=3)OC2)C1=O.Cl[CH2:46][C:47]1[CH:48]=[C:49]([S:53]([N:56]([CH3:58])[CH3:57])(=[O:55])=[O:54])[CH:50]=[CH:51][CH:52]=1.BrCCCCC, predict the reaction product. The product is: [CH3:57][N:56]([CH3:58])[S:53]([C:49]1[CH:50]=[CH:51][CH:52]=[C:47]([CH2:46][N:1]2[C:9]3[C:4](=[CH:5][CH:6]=[CH:7][CH:8]=3)[C:3]3([C:21]4[C:12](=[CH:13][C:14]5[O:19][CH2:18][CH2:17][O:16][C:15]=5[CH:20]=4)[O:11][CH2:10]3)[C:2]2=[O:22])[CH:48]=1)(=[O:54])=[O:55].